Dataset: Reaction yield outcomes from USPTO patents with 853,638 reactions. Task: Predict the reaction yield, written as a fraction of the theoretical maximum amount of product (1.0 means a 100% yield; for example, 0.34 means a 34% yield). The reactants are [CH3:1][N:2]1[C:6]([C:7]2[CH:8]=[C:9]([C:12]([O:14]C)=[O:13])[O:10][CH:11]=2)=[CH:5][CH:4]=[N:3]1.[OH-].[Na+]. The catalyst is O1CCCC1. The product is [CH3:1][N:2]1[C:6]([C:7]2[CH:8]=[C:9]([C:12]([OH:14])=[O:13])[O:10][CH:11]=2)=[CH:5][CH:4]=[N:3]1. The yield is 0.470.